From a dataset of NCI-60 drug combinations with 297,098 pairs across 59 cell lines. Regression. Given two drug SMILES strings and cell line genomic features, predict the synergy score measuring deviation from expected non-interaction effect. Drug 1: CCC(=C(C1=CC=CC=C1)C2=CC=C(C=C2)OCCN(C)C)C3=CC=CC=C3.C(C(=O)O)C(CC(=O)O)(C(=O)O)O. Drug 2: CCC1=C2CN3C(=CC4=C(C3=O)COC(=O)C4(CC)O)C2=NC5=C1C=C(C=C5)O. Cell line: TK-10. Synergy scores: CSS=12.1, Synergy_ZIP=-2.38, Synergy_Bliss=3.40, Synergy_Loewe=-4.43, Synergy_HSA=0.0331.